Task: Predict the reactants needed to synthesize the given product.. Dataset: Full USPTO retrosynthesis dataset with 1.9M reactions from patents (1976-2016) (1) Given the product [S:31]1[CH:7]=[CH:8][C:9]([CH2:11][NH:12][C:13]2[CH:14]=[C:15]([CH:18]=[CH:19][CH:20]=2)[C:16]#[N:17])=[CH:10]1, predict the reactants needed to synthesize it. The reactants are: O1C2[CH:7]=[CH:8][C:9]([CH2:11][NH:12][C:13]3[CH:14]=[C:15]([CH:18]=[CH:19][C:20]=3F)[C:16]#[N:17])=[CH:10]C=2OCC1.NC1C=C(C=CC=1)C#N.[S:31]1C=CC(C=O)=C1. (2) Given the product [C:18]1([C:24]2[CH:25]=[C:26]([N:30]3[CH2:35][CH2:34][N:33]([C:8]([NH:7][C:3]4[N:2]=[N:1][CH:6]=[CH:5][CH:4]=4)=[O:15])[CH2:32][CH2:31]3)[CH:27]=[N:28][CH:29]=2)[CH:19]=[CH:20][CH:21]=[CH:22][CH:23]=1, predict the reactants needed to synthesize it. The reactants are: [N:1]1[CH:6]=[CH:5][CH:4]=[C:3]([NH:7][C:8](=[O:15])OCC(Cl)(Cl)Cl)[N:2]=1.Cl.Cl.[C:18]1([C:24]2[CH:25]=[C:26]([N:30]3[CH2:35][CH2:34][NH:33][CH2:32][CH2:31]3)[CH:27]=[N:28][CH:29]=2)[CH:23]=[CH:22][CH:21]=[CH:20][CH:19]=1. (3) Given the product [F:35][C:36]([F:46])([F:47])[C:37]([C:42]([F:43])([F:44])[F:45])=[CH:38][C:39]([NH:16][C@:8]([C:5]1[CH:6]=[CH:7][C:2]([F:1])=[C:3]([O:31][CH:32]([CH3:34])[CH3:33])[CH:4]=1)([C:17]1[CH:22]=[C:21]([O:23][C:24]([F:28])([F:29])[CH:25]([F:27])[F:26])[CH:20]=[C:19]([F:30])[CH:18]=1)[CH2:9][C:10]1[CH:11]=[CH:12][CH:13]=[CH:14][CH:15]=1)=[O:40], predict the reactants needed to synthesize it. The reactants are: [F:1][C:2]1[CH:7]=[CH:6][C:5]([C@:8]([C:17]2[CH:22]=[C:21]([O:23][C:24]([F:29])([F:28])[CH:25]([F:27])[F:26])[CH:20]=[C:19]([F:30])[CH:18]=2)([NH2:16])[CH2:9][C:10]2[CH:15]=[CH:14][CH:13]=[CH:12][CH:11]=2)=[CH:4][C:3]=1[O:31][CH:32]([CH3:34])[CH3:33].[F:35][C:36]([F:47])([F:46])[C:37]([C:42]([F:45])([F:44])[F:43])=[CH:38][C:39](O)=[O:40]. (4) Given the product [Cl:1][CH2:2][C:3]([O:5]/[N:6]=[C:7](\[NH2:15])/[C:8]1[CH:13]=[CH:12][CH:11]=[N:17][CH:9]=1)=[O:4], predict the reactants needed to synthesize it. The reactants are: [Cl:1][CH2:2][C:3]([O:5]/[N:6]=[C:7](\[NH2:15])/[C:8]1[CH:13]=[CH:12][C:11](C)=C[CH:9]=1)=[O:4].O[NH:17]C(=N)C1C=CC=NC=1.ClCC(Cl)=O. (5) Given the product [CH2:26]([N:9]1[C:8]2[CH:28]=[CH:29][C:5]([C:3]([OH:4])=[O:2])=[CH:6][C:7]=2[N:11]=[C:10]1[NH:12][C:13]1[S:14][C:15]2[CH:21]=[C:20]([C:22]([F:25])([F:24])[F:23])[CH:19]=[CH:18][C:16]=2[N:17]=1)[CH3:27], predict the reactants needed to synthesize it. The reactants are: C[O:2][C:3]([C:5]1[CH:29]=[CH:28][C:8]2[N:9]([CH2:26][CH3:27])[C:10]([NH:12][C:13]3[S:14][C:15]4[CH:21]=[C:20]([C:22]([F:25])([F:24])[F:23])[CH:19]=[CH:18][C:16]=4[N:17]=3)=[N:11][C:7]=2[CH:6]=1)=[O:4].[OH-].[Na+].CO. (6) Given the product [OH2:13].[ClH:2].[Cl:2][C:3]1[C:8]2[S:9][C:10]([C:12]([NH:14][C@@H:15]3[CH:20]4[CH2:21][CH2:22][N:17]([CH2:18][CH2:19]4)[CH2:16]3)=[O:13])=[CH:11][C:7]=2[CH:6]=[CH:5][CH:4]=1, predict the reactants needed to synthesize it. The reactants are: Cl.[Cl:2][C:3]1[C:8]2[S:9][C:10]([C:12]([NH:14][C@@H:15]3[CH:20]4[CH2:21][CH2:22][N:17]([CH2:18][CH2:19]4)[CH2:16]3)=[O:13])=[CH:11][C:7]=2[CH:6]=[CH:5][CH:4]=1.C(#N)C.